Dataset: Reaction yield outcomes from USPTO patents with 853,638 reactions. Task: Predict the reaction yield, written as a fraction of the theoretical maximum amount of product (1.0 means a 100% yield; for example, 0.34 means a 34% yield). (1) The reactants are Cl[C:2]1[N:3]=[N:4][C:5](Cl)=[CH:6][C:7]=1[N:8]([CH2:10][CH2:11][OH:12])[CH3:9]. The catalyst is [Pd].C(O)C.CO.N. The product is [CH3:9][N:8]([CH2:10][CH2:11][OH:12])[C:7]1[CH:6]=[CH:5][N:4]=[N:3][CH:2]=1. The yield is 0.910. (2) The reactants are C([O:3][C:4]([C:6]1[CH:10]=[C:9]([CH3:11])[O:8][C:7]=1[C:12]([F:15])([F:14])[F:13])=O)C.CC(C[AlH]CC(C)C)C. The catalyst is CCOCC. The product is [CH3:11][C:9]1[O:8][C:7]([C:12]([F:15])([F:13])[F:14])=[C:6]([CH2:4][OH:3])[CH:10]=1. The yield is 0.580. (3) The reactants are [C:1]1([N:7]2[C:19]3[CH:18]=[CH:17][CH:16]=[CH:15][C:14]=3[C:13]3[C:8]2=[CH:9][CH:10]=[CH:11][CH:12]=3)[CH:6]=[CH:5][CH:4]=[CH:3][CH:2]=1.[Br:20]N1C(=O)CCC1=O. The catalyst is C(O)(=O)C. The product is [Br:20][C:16]1[CH:17]=[CH:18][C:19]2[N:7]([C:1]3[CH:2]=[CH:3][CH:4]=[CH:5][CH:6]=3)[C:8]3[C:13]([C:14]=2[CH:15]=1)=[CH:12][CH:11]=[CH:10][CH:9]=3. The yield is 0.880. (4) The reactants are Cl.[Cl:2][C:3]1[C:8]([C:9]([NH2:11])=[NH:10])=[CH:7][N:6]=[C:5]([O:12][CH3:13])[CH:4]=1.C(=O)(O)[O-].[K+].Br[CH2:20][C:21]([C:23]1[N:24]([CH:29]([CH3:31])[CH3:30])[N:25]=[C:26]([CH3:28])[N:27]=1)=O. The catalyst is C1COCC1.O. The product is [Cl:2][C:3]1[C:8]([C:9]2[NH:11][CH:20]=[C:21]([C:23]3[N:24]([CH:29]([CH3:31])[CH3:30])[N:25]=[C:26]([CH3:28])[N:27]=3)[N:10]=2)=[CH:7][N:6]=[C:5]([O:12][CH3:13])[CH:4]=1. The yield is 0.970. (5) The reactants are [CH2:1]([O:3][C:4]([N:6]1[C:15]2[C:10](=[CH:11][C:12]([C:16]([F:19])([F:18])[F:17])=[CH:13][CH:14]=2)[CH:9]([C:20]([OH:22])=O)[CH2:8][CH:7]1[CH2:23][CH3:24])=[O:5])[CH3:2].C(N(C(C)C)CC)(C)C.Cl.[CH3:35][NH:36][O:37][CH3:38].Cl.CN(C)CCCN=C=NCC. The catalyst is CN(C)C1C=CN=CC=1.C(Cl)Cl. The product is [CH2:1]([O:3][C:4]([N:6]1[C:15]2[C:10](=[CH:11][C:12]([C:16]([F:18])([F:19])[F:17])=[CH:13][CH:14]=2)[CH:9]([C:20](=[O:22])[N:36]([O:37][CH3:38])[CH3:35])[CH2:8][CH:7]1[CH2:23][CH3:24])=[O:5])[CH3:2]. The yield is 0.880. (6) The reactants are C(N(CC)CC)C.[CH3:8][S:9](Cl)(=[O:11])=[O:10].[OH:13][CH2:14][C:15]1([C:18]([O:20][CH2:21][CH3:22])=[O:19])[CH2:17][CH2:16]1. The catalyst is ClCCl.O. The product is [CH3:8][S:9]([O:13][CH2:14][C:15]1([C:18]([O:20][CH2:21][CH3:22])=[O:19])[CH2:17][CH2:16]1)(=[O:11])=[O:10]. The yield is 0.850. (7) The reactants are [CH3:1][N:2]([C:4]1[N:9]=[CH:8][C:7](Br)=[CH:6][N:5]=1)[CH3:3].[NH2:11][C:12]1[CH:17]=[CH:16][CH:15]=[CH:14][CH:13]=1. No catalyst specified. The product is [CH3:1][N:2]([CH3:3])[C:4]1[N:9]=[CH:8][C:7]([NH:11][C:12]2[CH:17]=[CH:16][CH:15]=[CH:14][CH:13]=2)=[CH:6][N:5]=1. The yield is 0.930. (8) The reactants are [C:1]([O:5][C:6]([N:8]1[CH2:13][CH2:12][C:11]([C:14]2[CH:19]=[CH:18][C:17]([NH:20][C:21]3[CH:26]=[C:25]([N:27]([CH3:51])[C:28]([N:30]([C:39]4[C:44]([Cl:45])=[C:43]([O:46][CH3:47])[CH:42]=[C:41]([O:48][CH3:49])[C:40]=4[Cl:50])[CH2:31][O:32][CH2:33][CH2:34][Si:35]([CH3:38])([CH3:37])[CH3:36])=[O:29])[N:24]=[CH:23][N:22]=3)=[C:16]([N+:52]([O-])=O)[CH:15]=2)=[CH:10][CH2:9]1)=[O:7])([CH3:4])([CH3:3])[CH3:2]. The catalyst is CO.ClC1C=CC=CC=1.O=[Pt]=O. The product is [C:1]([O:5][C:6]([N:8]1[CH2:9][CH2:10][CH:11]([C:14]2[CH:19]=[CH:18][C:17]([NH:20][C:21]3[CH:26]=[C:25]([N:27]([CH3:51])[C:28]([N:30]([C:39]4[C:40]([Cl:50])=[C:41]([O:48][CH3:49])[CH:42]=[C:43]([O:46][CH3:47])[C:44]=4[Cl:45])[CH2:31][O:32][CH2:33][CH2:34][Si:35]([CH3:38])([CH3:37])[CH3:36])=[O:29])[N:24]=[CH:23][N:22]=3)=[C:16]([NH2:52])[CH:15]=2)[CH2:12][CH2:13]1)=[O:7])([CH3:4])([CH3:3])[CH3:2]. The yield is 0.370.